From a dataset of Catalyst prediction with 721,799 reactions and 888 catalyst types from USPTO. Predict which catalyst facilitates the given reaction. (1) Reactant: [CH2:1]([O:3][C:4]([C:6]1[NH:7][N:8]=[C:9]([C:11]2[S:12][CH:13]=[CH:14][CH:15]=2)[CH:10]=1)=[O:5])[CH3:2].[H-].[Na+].Br[CH2:19][C:20]1[CH:24]=[C:23]([C:25]2[S:26][C:27]([Cl:30])=[CH:28][CH:29]=2)[O:22][N:21]=1.O. The catalyst class is: 3. Product: [CH2:1]([O:3][C:4]([C:6]1[N:7]([CH2:19][C:20]2[CH:24]=[C:23]([C:25]3[S:26][C:27]([Cl:30])=[CH:28][CH:29]=3)[O:22][N:21]=2)[N:8]=[C:9]([C:11]2[S:12][CH:13]=[CH:14][CH:15]=2)[CH:10]=1)=[O:5])[CH3:2]. (2) Product: [CH2:23]([O:22][C:17]1[C:16]([F:25])=[C:15]([C:20]([F:21])=[CH:19][CH:18]=1)[O:14][C:12]1[CH2:13][N:9]([C@@H:4]([CH2:5][CH:6]([CH3:8])[CH3:7])[C:3]([OH:27])=[O:2])[C:10](=[O:26])[CH:11]=1)[CH3:24]. The catalyst class is: 7. Reactant: C[O:2][C:3](=[O:27])[C@@H:4]([N:9]1[CH2:13][C:12]([O:14][C:15]2[C:20]([F:21])=[CH:19][CH:18]=[C:17]([O:22][CH2:23][CH3:24])[C:16]=2[F:25])=[CH:11][C:10]1=[O:26])[CH2:5][CH:6]([CH3:8])[CH3:7].O.[OH-].[Li+].